This data is from Forward reaction prediction with 1.9M reactions from USPTO patents (1976-2016). The task is: Predict the product of the given reaction. (1) Given the reactants [N:1]1[C:9]([NH:10][C@H:11]([C:13]2[N:14]([C:26]3[CH:31]=[CH:30][CH:29]=[CH:28][CH:27]=3)[C:15](=[O:25])[C:16]3[C:21]([CH:22]=2)=[CH:20][CH:19]=[CH:18][C:17]=3[CH:23]=[CH2:24])[CH3:12])=[C:8]2[C:4]([NH:5][CH:6]=[N:7]2)=[N:3][CH:2]=1, predict the reaction product. The product is: [N:1]1[C:9]([NH:10][C@H:11]([C:13]2[N:14]([C:26]3[CH:31]=[CH:30][CH:29]=[CH:28][CH:27]=3)[C:15](=[O:25])[C:16]3[C:21]([CH:22]=2)=[CH:20][CH:19]=[CH:18][C:17]=3[CH2:23][CH3:24])[CH3:12])=[C:8]2[C:4]([NH:5][CH:6]=[N:7]2)=[N:3][CH:2]=1. (2) Given the reactants C(C([NH:12][C:13]([C:15]1[C:20]([O:21][CH2:22][C:23]2[CH:28]=[CH:27][CH:26]=[CH:25][CH:24]=2)=[C:19]([CH3:29])[N:18]=[C:17]([CH2:30][CH:31]2[CH2:36][CH2:35][N:34]([C:37]3[CH:42]=[CH:41][C:40]([C:43]4[CH:48]=[CH:47][C:46]([CH:49]([O:51]COC)[CH3:50])=[CH:45][N:44]=4)=[CH:39][CH:38]=3)[CH2:33][CH2:32]2)[N:16]=1)=[O:14])C([O-])=O)C1C=CC=CC=1.Cl.O1CCOCC1.[CH3:62][CH2:63][CH2:64][CH2:65][CH2:66]C.[C:68]([O:71][CH2:72][CH3:73])(=[O:70])[CH3:69], predict the reaction product. The product is: [CH2:22]([O:21][C:20]1[C:15]([C:13]([NH:12][CH2:69][C:68]([O:71][CH2:72][C:73]2[CH:66]=[CH:65][CH:64]=[CH:63][CH:62]=2)=[O:70])=[O:14])=[N:16][C:17]([CH2:30][CH:31]2[CH2:36][CH2:35][N:34]([C:37]3[CH:42]=[CH:41][C:40]([C:43]4[CH:48]=[CH:47][C:46]([CH:49]([OH:51])[CH3:50])=[CH:45][N:44]=4)=[CH:39][CH:38]=3)[CH2:33][CH2:32]2)=[N:18][C:19]=1[CH3:29])[C:23]1[CH:24]=[CH:25][CH:26]=[CH:27][CH:28]=1.